From a dataset of Full USPTO retrosynthesis dataset with 1.9M reactions from patents (1976-2016). Predict the reactants needed to synthesize the given product. (1) Given the product [CH2:10]([C:8]1[N:7]([C:12]2[CH:17]=[CH:16][C:15]([CH2:18][CH2:19][OH:20])=[CH:14][CH:13]=2)[C:6]2[CH:21]=[CH:22][C:3]([C:1]([NH2:2])=[O:25])=[CH:4][C:5]=2[N:9]=1)[CH3:11], predict the reactants needed to synthesize it. The reactants are: [C:1]([C:3]1[CH:22]=[CH:21][C:6]2[N:7]([C:12]3[CH:17]=[CH:16][C:15]([CH2:18][CH2:19][OH:20])=[CH:14][CH:13]=3)[C:8]([CH2:10][CH3:11])=[N:9][C:5]=2[CH:4]=1)#[N:2].CS(C)=[O:25].OO.[OH-].[Na+]. (2) The reactants are: I[C:2]1[C:7]([O:8][CH3:9])=[C:6]([O:10][CH2:11][C:12]2[CH:17]=[CH:16][C:15]([O:18][CH3:19])=[CH:14][CH:13]=2)[C:5]([O:20][CH3:21])=[CH:4][N:3]=1.[C:22]([C:24]1[CH:25]=[N:26][N:27]([CH3:29])[CH:28]=1)#[CH:23]. Given the product [CH3:9][O:8][C:7]1[C:2]([C:23]#[C:22][C:24]2[CH:25]=[N:26][N:27]([CH3:29])[CH:28]=2)=[N:3][CH:4]=[C:5]([O:20][CH3:21])[C:6]=1[O:10][CH2:11][C:12]1[CH:17]=[CH:16][C:15]([O:18][CH3:19])=[CH:14][CH:13]=1, predict the reactants needed to synthesize it. (3) Given the product [CH2:1]([S:3]([NH:6][CH2:7][C:8]1[CH:13]=[CH:12][C:11]([CH:14]([CH3:20])[C:15]([OH:17])=[O:16])=[CH:10][C:9]=1[F:21])(=[O:5])=[O:4])[CH3:2], predict the reactants needed to synthesize it. The reactants are: [CH2:1]([S:3]([NH:6][CH2:7][C:8]1[CH:13]=[CH:12][C:11]([CH:14]([CH3:20])[C:15]([O:17]CC)=[O:16])=[CH:10][C:9]=1[F:21])(=[O:5])=[O:4])[CH3:2].C(O)(C(F)(F)F)=O. (4) Given the product [CH2:1]([O:8][C:9](=[O:36])[C@@H:10]([NH:28][C:29]([O:31][C:32]([CH3:35])([CH3:34])[CH3:33])=[O:30])[CH2:11][CH2:12][C:13]1[N:23]([CH2:24][CH2:25][CH3:26])[C:16]2[CH:17]=[C:18]([Cl:22])[C:19]([Cl:21])=[CH:20][C:15]=2[N:14]=1)[C:2]1[CH:7]=[CH:6][CH:5]=[CH:4][CH:3]=1, predict the reactants needed to synthesize it. The reactants are: [CH2:1]([O:8][C:9](=[O:36])[C@@H:10]([NH:28][C:29]([O:31][C:32]([CH3:35])([CH3:34])[CH3:33])=[O:30])[CH2:11][CH2:12][C:13](=O)[NH:14][C:15]1[CH:20]=[C:19]([Cl:21])[C:18]([Cl:22])=[CH:17][C:16]=1[NH:23][CH2:24][CH2:25][CH3:26])[C:2]1[CH:7]=[CH:6][CH:5]=[CH:4][CH:3]=1.